From a dataset of Catalyst prediction with 721,799 reactions and 888 catalyst types from USPTO. Predict which catalyst facilitates the given reaction. Reactant: [Cl:1][C:2]1[CH:3]=[C:4]2[C:8](=[CH:9][CH:10]=1)[C:7](=O)[CH2:6][CH2:5]2.[C:12]([CH2:14][C:15]([O:17][CH2:18][CH3:19])=[O:16])#[N:13].C([O-])(=O)C.[NH4+].C(O)(=O)C. Product: [Cl:1][C:2]1[CH:3]=[C:4]2[C:8](=[CH:9][CH:10]=1)/[C:7](=[C:14](\[C:12]#[N:13])/[C:15]([O:17][CH2:18][CH3:19])=[O:16])/[CH2:6][CH2:5]2. The catalyst class is: 638.